From a dataset of Full USPTO retrosynthesis dataset with 1.9M reactions from patents (1976-2016). Predict the reactants needed to synthesize the given product. Given the product [Cl:26][C:22]1[CH:21]=[C:20]([NH:19][C:5]2[C:4]3[C:9](=[C:10]([C:12]([N:14]([CH3:15])[CH3:16])=[O:13])[CH:11]=[C:2]([NH:1][CH2:34][CH2:33][N:27]4[CH2:32][CH2:31][O:30][CH2:29][CH2:28]4)[CH:3]=3)[N:8]=[CH:7][C:6]=2[C:17]#[N:18])[CH:25]=[CH:24][CH:23]=1, predict the reactants needed to synthesize it. The reactants are: [NH2:1][C:2]1[CH:3]=[C:4]2[C:9](=[C:10]([C:12]([N:14]([CH3:16])[CH3:15])=[O:13])[CH:11]=1)[N:8]=[CH:7][C:6]([C:17]#[N:18])=[C:5]2[NH:19][C:20]1[CH:25]=[CH:24][CH:23]=[C:22]([Cl:26])[CH:21]=1.[N:27]1([CH2:33][CH:34]=O)[CH2:32][CH2:31][O:30][CH2:29][CH2:28]1.C([O-])(O)=O.[Na+].[BH3-]C#N.[Na+].